Predict the reactants needed to synthesize the given product. From a dataset of Full USPTO retrosynthesis dataset with 1.9M reactions from patents (1976-2016). (1) Given the product [NH2:48][C:26]1[C:25]2[N:30]=[C:31]([CH2:45][CH3:46])[N:32]([CH2:33][CH2:34][CH2:35][CH2:36][NH:37][C:38](=[O:44])[O:39][C:40]([CH3:41])([CH3:42])[CH3:43])[C:24]=2[C:23]2[CH:22]=[CH:21][C:20]([O:19][CH2:12][C:13]3[CH:14]=[CH:15][CH:16]=[CH:17][CH:18]=3)=[CH:29][C:28]=2[N:27]=1, predict the reactants needed to synthesize it. The reactants are: C1C=C(Cl)C=C(C(OO)=O)C=1.[CH2:12]([O:19][C:20]1[CH:21]=[CH:22][C:23]2[C:24]3[N:32]([CH2:33][CH2:34][CH2:35][CH2:36][NH:37][C:38](=[O:44])[O:39][C:40]([CH3:43])([CH3:42])[CH3:41])[C:31]([CH2:45][CH3:46])=[N:30][C:25]=3[CH:26]=[N:27][C:28]=2[CH:29]=1)[C:13]1[CH:18]=[CH:17][CH:16]=[CH:15][CH:14]=1.[OH-].[NH4+:48].C1(C)C=CC(S(Cl)(=O)=O)=CC=1. (2) Given the product [NH2:2][C:3]1[S:4][CH:5]=[C:6]([C:8](=[N:12][O:13][CH2:14][C:15]([O:17][CH3:18])=[O:16])[C:9]([O:11][C:9](=[O:10])[C:8](=[N:12][O:1][CH2:14][C:15]([O:17][CH3:18])=[O:16])[C:6]2[N:7]=[C:3]([NH2:2])[S:4][CH:5]=2)=[O:10])[N:7]=1, predict the reactants needed to synthesize it. The reactants are: [OH2:1].[NH2:2][C:3]1[S:4][CH:5]=[C:6]([C:8](=[N:12][O:13][CH2:14][C:15]([O:17][CH3:18])=[O:16])[C:9]([OH:11])=[O:10])[N:7]=1. (3) Given the product [NH2:1][C:2]1[N:10]=[C:9]([NH:34][CH2:33][CH2:32][C:30]2[N:29]=[CH:28][N:27]([CH2:25][CH3:26])[CH:31]=2)[N:8]=[C:7]2[C:3]=1[N:4]=[CH:5][N:6]2[C@@H:12]1[CH2:16][C@H:15]([NH:17][C:18](=[O:22])[CH:19]([CH3:21])[CH3:20])[C@@H:14]([OH:23])[C@H:13]1[OH:24], predict the reactants needed to synthesize it. The reactants are: [NH2:1][C:2]1[N:10]=[C:9](Cl)[N:8]=[C:7]2[C:3]=1[N:4]=[CH:5][N:6]2[C@@H:12]1[CH2:16][C@H:15]([NH:17][C:18](=[O:22])[CH:19]([CH3:21])[CH3:20])[C@@H:14]([OH:23])[C@H:13]1[OH:24].[CH2:25]([N:27]1[CH:31]=[C:30]([CH2:32][CH2:33][NH2:34])[N:29]=[CH:28]1)[CH3:26]. (4) Given the product [Cl:1][C:2]1[CH:3]=[N:4][C:5]2[N:6]([N:8]=[C:9]([C:11]([N:24]3[CH2:23][CH:22]=[C:21]([C:18]4[CH:19]=[CH:20][C:15]([Cl:14])=[CH:16][CH:17]=4)[CH2:26][CH2:25]3)=[O:13])[CH:10]=2)[CH:7]=1, predict the reactants needed to synthesize it. The reactants are: [Cl:1][C:2]1[CH:3]=[N:4][C:5]2[N:6]([N:8]=[C:9]([C:11]([OH:13])=O)[CH:10]=2)[CH:7]=1.[Cl:14][C:15]1[CH:20]=[CH:19][C:18]([C:21]2[CH2:22][CH2:23][NH:24][CH2:25][CH:26]=2)=[CH:17][CH:16]=1. (5) The reactants are: [Cl:1][C:2]1[CH:7]=[CH:6][C:5]([C:8]2[C:9]([N:15]3[CH2:20][CH2:19][CH:18]([C:21]([O:23]C)=[O:22])[CH2:17][CH2:16]3)=[N:10][CH:11]=[C:12]([F:14])[CH:13]=2)=[CH:4][C:3]=1[C:25]([NH:27][CH2:28][C:29]12[CH2:38][CH:33]3[CH2:34][CH:35]([CH2:37][CH:31]([CH2:32]3)[CH2:30]1)[CH2:36]2)=[O:26].[OH-].[Na+].C(O)(=O)C. Given the product [Cl:1][C:2]1[CH:7]=[CH:6][C:5]([C:8]2[C:9]([N:15]3[CH2:20][CH2:19][CH:18]([C:21]([OH:23])=[O:22])[CH2:17][CH2:16]3)=[N:10][CH:11]=[C:12]([F:14])[CH:13]=2)=[CH:4][C:3]=1[C:25]([NH:27][CH2:28][C:29]12[CH2:36][CH:35]3[CH2:37][CH:31]([CH2:32][CH:33]([CH2:34]3)[CH2:38]1)[CH2:30]2)=[O:26], predict the reactants needed to synthesize it.